Dataset: Forward reaction prediction with 1.9M reactions from USPTO patents (1976-2016). Task: Predict the product of the given reaction. (1) Given the reactants C(OC(=O)[NH:7][CH2:8][C@@H:9]1[CH2:11][C@H:10]1[C:12]1[CH:17]=[CH:16][CH:15]=[CH:14][C:13]=1[NH:18][C:19]([NH:21][C:22]1[CH:27]=[CH:26][C:25]([Cl:28])=[CH:24][CH:23]=1)=[O:20])(C)(C)C.C(O)(C(F)(F)F)=O.Cl.CCOCC, predict the reaction product. The product is: [ClH:28].[NH2:7][CH2:8][C@@H:9]1[CH2:11][C@H:10]1[C:12]1[CH:17]=[CH:16][CH:15]=[CH:14][C:13]=1[NH:18][C:19]([NH:21][C:22]1[CH:27]=[CH:26][C:25]([Cl:28])=[CH:24][CH:23]=1)=[O:20]. (2) The product is: [CH3:11][O:10][C:8]([C:7]1[CH:12]=[CH:13][C:4]2[C:3](=[O:22])[C:20]3[C:15]([O:14][C:5]=2[CH:6]=1)=[C:16]([CH3:21])[CH:17]=[CH:18][CH:19]=3)=[O:9]. Given the reactants CO[C:3](=[O:22])[C:4]1[CH:13]=[CH:12][C:7]([C:8]([O:10][CH3:11])=[O:9])=[CH:6][C:5]=1[O:14][C:15]1[CH:20]=[CH:19][CH:18]=[CH:17][C:16]=1[CH3:21].COC(=O)C1C=CC(C(OC)=O)=CC=1OC1C=CC=CC=1OC, predict the reaction product. (3) Given the reactants [C:1]([O:5][C:6](=[O:15])[NH:7][C:8]1([CH:13]=[O:14])[CH2:10][CH:9]1[CH:11]=[CH2:12])([CH3:4])([CH3:3])[CH3:2].[C:16]([N+:20]#[C-:21])([CH3:19])([CH3:18])[CH3:17].N1C=CC=CC=1.FC(F)(F)C(O)=[O:31], predict the reaction product. The product is: [C:1]([O:5][C:6](=[O:15])[NH:7][C:8]1([CH:13]([C:21](=[O:31])[NH:20][C:16]([CH3:19])([CH3:18])[CH3:17])[OH:14])[CH2:10][CH:9]1[CH:11]=[CH2:12])([CH3:4])([CH3:2])[CH3:3]. (4) Given the reactants [NH2:1][C:2]1[CH:7]=[CH:6][C:5]([N:8]2[C:14](=[O:15])[CH2:13][C:12](=[O:16])[NH:11][C:10]3[C:17]4[C:22]([CH:23]=[CH:24][C:9]2=3)=[CH:21][CH:20]=[CH:19][CH:18]=4)=[CH:4][CH:3]=1.[CH:25]([C:28]1[CH:33]=[CH:32][C:31]([S:34](Cl)(=[O:36])=[O:35])=[CH:30][CH:29]=1)([CH3:27])[CH3:26], predict the reaction product. The product is: [O:16]=[C:12]1[NH:11][C:10]2[C:17]3[C:22]([CH:23]=[CH:24][C:9]=2[N:8]([C:5]2[CH:6]=[CH:7][C:2]([NH:1][S:34]([C:31]4[CH:32]=[CH:33][C:28]([CH:25]([CH3:27])[CH3:26])=[CH:29][CH:30]=4)(=[O:36])=[O:35])=[CH:3][CH:4]=2)[C:14](=[O:15])[CH2:13]1)=[CH:21][CH:20]=[CH:19][CH:18]=3.